Dataset: Reaction yield outcomes from USPTO patents with 853,638 reactions. Task: Predict the reaction yield, written as a fraction of the theoretical maximum amount of product (1.0 means a 100% yield; for example, 0.34 means a 34% yield). The yield is 0.180. The reactants are [F:1][C:2]1[CH:3]=[C:4]2[C:9](=[CH:10][CH:11]=1)[N:8]=[C:7]([C:12]1[CH:17]=[CH:16][CH:15]=[CH:14][CH:13]=1)[C:6]([OH:18])=[C:5]2C(O)=O.Cl[C:23]1[C:32]2[C:27](=[CH:28][C:29]([O:35][CH3:36])=[C:30]([O:33][CH3:34])[CH:31]=2)[N:26]=[CH:25][CH:24]=1.O. The catalyst is CN(C)C1C=CN=CC=1.ClC1C=CC=CC=1Cl. The product is [F:1][C:2]1[CH:3]=[C:4]2[C:9](=[CH:10][CH:11]=1)[N:8]=[C:7]([C:12]1[CH:13]=[CH:14][CH:15]=[CH:16][CH:17]=1)[C:6]([O:18][C:23]1[C:32]3[C:27](=[CH:28][C:29]([O:35][CH3:36])=[C:30]([O:33][CH3:34])[CH:31]=3)[N:26]=[CH:25][CH:24]=1)=[CH:5]2.